This data is from Reaction yield outcomes from USPTO patents with 853,638 reactions. The task is: Predict the reaction yield, written as a fraction of the theoretical maximum amount of product (1.0 means a 100% yield; for example, 0.34 means a 34% yield). (1) The reactants are [Br:1][C:2]1[CH:10]=[CH:9][C:5]([C:6]([OH:8])=O)=[C:4]([F:11])[CH:3]=1.[NH:12]([C:14]([O:16][C:17]([CH3:20])([CH3:19])[CH3:18])=[O:15])[NH2:13].C1C=NC2N(O)N=NC=2C=1.C(Cl)CCl. The catalyst is CN(C=O)C.O. The product is [Br:1][C:2]1[CH:10]=[CH:9][C:5]([C:6]([NH:13][NH:12][C:14]([O:16][C:17]([CH3:20])([CH3:19])[CH3:18])=[O:15])=[O:8])=[C:4]([F:11])[CH:3]=1. The yield is 0.770. (2) The reactants are Cl.[CH:2]([C:5]1[CH:6]=[C:7]([C:11]2([NH2:17])[CH2:16][CH2:15][CH2:14][CH2:13][CH2:12]2)[CH:8]=[CH:9][CH:10]=1)([CH3:4])[CH3:3].[OH-].[Na+].[CH2:20]([O:27][C:28]1[CH:33]=[CH:32][C:31]([CH2:34][C@H:35]([NH:39][C:40](=[O:46])[O:41][C:42]([CH3:45])([CH3:44])[CH3:43])[C@H:36]2[CH2:38][O:37]2)=[CH:30][C:29]=1[F:47])[C:21]1[CH:26]=[CH:25][CH:24]=[CH:23][CH:22]=1. The catalyst is C(OCC)(=O)C. The product is [F:47][C:29]1[CH:30]=[C:31]([CH:32]=[CH:33][C:28]=1[O:27][CH2:20][C:21]1[CH:22]=[CH:23][CH:24]=[CH:25][CH:26]=1)[CH2:34][C@H:35]([NH:39][C:40](=[O:46])[O:41][C:42]([CH3:45])([CH3:43])[CH3:44])[C@H:36]([OH:37])[CH2:38][NH:17][C:11]1([C:7]2[CH:8]=[CH:9][CH:10]=[C:5]([CH:2]([CH3:4])[CH3:3])[CH:6]=2)[CH2:16][CH2:15][CH2:14][CH2:13][CH2:12]1. The yield is 0.540. (3) The reactants are [F:1][C:2]1[CH:30]=[C:29]([N+:31]([O-:33])=[O:32])[CH:28]=[CH:27][C:3]=1[O:4][C:5]1[C:14]2[C:9](=[CH:10][C:11]([O:17][CH2:18][CH:19]3[CH2:26][CH:22]4[CH2:23][NH:24][CH2:25][CH:21]4[CH2:20]3)=[C:12]([O:15][CH3:16])[CH:13]=2)[N:8]=[CH:7][CH:6]=1.[C:34](#N)C.O.C=O.[BH-](OC(C)=O)(OC(C)=O)OC(C)=O.[Na+]. The catalyst is O. The product is [F:1][C:2]1[CH:30]=[C:29]([N+:31]([O-:33])=[O:32])[CH:28]=[CH:27][C:3]=1[O:4][C:5]1[C:14]2[C:9](=[CH:10][C:11]([O:17][CH2:18][CH:19]3[CH2:26][CH:22]4[CH2:23][N:24]([CH3:34])[CH2:25][CH:21]4[CH2:20]3)=[C:12]([O:15][CH3:16])[CH:13]=2)[N:8]=[CH:7][CH:6]=1. The yield is 0.500. (4) The reactants are [Cl:1][C:2]1[CH:7]=[CH:6][C:5]([CH2:8][C:9](N)=[O:10])=[CH:4][C:3]=1[N+:12]([O-:14])=[O:13].[CH3:15][OH:16]. No catalyst specified. The yield is 0.890. The product is [CH3:15][O:16][C:9](=[O:10])[CH2:8][C:5]1[CH:6]=[CH:7][C:2]([Cl:1])=[C:3]([N+:12]([O-:14])=[O:13])[CH:4]=1. (5) The reactants are C(OC([N:8]1[CH2:13][CH2:12][C@H:11]([C:14]2[CH:19]=[CH:18][C:17]([O:20][CH2:21][CH2:22][O:23][C:24]3[C:29]([Cl:30])=[CH:28][C:27]([CH3:31])=[CH:26][C:25]=3[Cl:32])=[CH:16][CH:15]=2)[C@@H:10]([C:33](=[O:47])[N:34]([CH:44]2[CH2:46][CH2:45]2)[CH2:35][C:36]2[CH:41]=[CH:40][CH:39]=[C:38]([CH3:42])[C:37]=2[CH3:43])[CH2:9]1)=O)(C)(C)C.Cl. The catalyst is C(Cl)Cl.O1CCOCC1. The product is [CH:44]1([N:34]([CH2:35][C:36]2[CH:41]=[CH:40][CH:39]=[C:38]([CH3:42])[C:37]=2[CH3:43])[C:33]([C@@H:10]2[C@@H:11]([C:14]3[CH:15]=[CH:16][C:17]([O:20][CH2:21][CH2:22][O:23][C:24]4[C:29]([Cl:30])=[CH:28][C:27]([CH3:31])=[CH:26][C:25]=4[Cl:32])=[CH:18][CH:19]=3)[CH2:12][CH2:13][NH:8][CH2:9]2)=[O:47])[CH2:45][CH2:46]1. The yield is 0.630. (6) The reactants are [C-:1]#[N:2].[Na+].[OH-].[NH4+:5].[Cl-].[NH4+].[C:8]1(=O)[CH2:13][CH2:12][CH2:11][CH2:10][CH2:9]1. The catalyst is O. The product is [NH2:5][C:8]1([C:1]#[N:2])[CH2:13][CH2:12][CH2:11][CH2:10][CH2:9]1. The yield is 0.830. (7) The reactants are [CH2:1]([C@@H:5]1[NH:10][CH2:9][C@H:8]([CH2:11][CH:12]([CH3:14])[CH3:13])[NH:7][C:6]1=[O:15])[CH:2]([CH3:4])[CH3:3].[F:16][C:17]1[CH:27]=[CH:26][C:20](/[CH:21]=[CH:22]/[C:23](O)=[O:24])=[CH:19][C:18]=1[Cl:28].C([C@@H]1N(C(=O)/C=C/C2C=CC=CC=2)C[C@H](CC(C)C)NC1=O)C(C)C. No catalyst specified. The product is [Cl:28][C:18]1[CH:19]=[C:20]([CH:21]=[CH:22][C:23]([N:10]2[CH2:9][C@H:8]([CH2:11][CH:12]([CH3:14])[CH3:13])[NH:7][C:6](=[O:15])[C@@H:5]2[CH2:1][CH:2]([CH3:4])[CH3:3])=[O:24])[CH:26]=[CH:27][C:17]=1[F:16]. The yield is 0.480. (8) The reactants are FC(F)(F)S(O[C:7]1[CH:8]=[C:9]([CH3:19])[CH:10]=[C:11]([C:13]2[CH:18]=[CH:17][CH:16]=[CH:15][CH:14]=2)[CH:12]=1)(=O)=O.[C-:22]#[N:23].[K+]. The catalyst is O1CCOCC1.[Pd].C1(P(C2C=CC=CC=2)C2C=CC=CC=2)C=CC=CC=1.C1(P(C2C=CC=CC=2)C2C=CC=CC=2)C=CC=CC=1.C1(P(C2C=CC=CC=2)C2C=CC=CC=2)C=CC=CC=1.C1(P(C2C=CC=CC=2)C2C=CC=CC=2)C=CC=CC=1. The product is [C:22]([C:7]1[CH:8]=[C:9]([CH3:19])[CH:10]=[C:11]([C:13]2[CH:18]=[CH:17][CH:16]=[CH:15][CH:14]=2)[CH:12]=1)#[N:23]. The yield is 0.200.